This data is from CYP2D6 inhibition data for predicting drug metabolism from PubChem BioAssay. The task is: Regression/Classification. Given a drug SMILES string, predict its absorption, distribution, metabolism, or excretion properties. Task type varies by dataset: regression for continuous measurements (e.g., permeability, clearance, half-life) or binary classification for categorical outcomes (e.g., BBB penetration, CYP inhibition). Dataset: cyp2d6_veith. (1) The drug is COc1ccc(C(=O)N2CCC3(CCCN(C(=O)Nc4cccc(F)c4)C3)CC2)cc1. The result is 0 (non-inhibitor). (2) The compound is COCC(=O)N1CCC2(CCCN(C(=O)Nc3cccc(F)c3)C2)CC1. The result is 0 (non-inhibitor). (3) The molecule is c1ccc(/C(=N/Nc2nc3ccccc3s2)c2ccccn2)cc1. The result is 0 (non-inhibitor). (4) The drug is O=C1[C@H]2CC[C@@H]3/C(=N\OC[C@@H](O)COCc4ccco4)C[C@@H](O)[C@@H](O)[C@@H]3[C@@H]2C(=O)N1C1CCCCC1. The result is 0 (non-inhibitor). (5) The compound is CCNc1ncc2nc(-c3ccccc3)c(=O)n(CCOC)c2n1. The result is 1 (inhibitor). (6) The compound is COCCn1c(=O)cnc2cnc(N3CCNCC3)nc21. The result is 0 (non-inhibitor). (7) The molecule is CC(C)=CCC/C(C)=C/CO/N=C1\[C@@H]2CCn3c(=O)n(C)c(=O)n3[C@H]2[C@H](O)[C@H]2O[C@H]12. The result is 0 (non-inhibitor). (8) The drug is CC(C)(C)C(=O)Nc1nnc(SCC(=O)NCc2cccs2)s1. The result is 0 (non-inhibitor).